Task: Predict the product of the given reaction.. Dataset: Forward reaction prediction with 1.9M reactions from USPTO patents (1976-2016) (1) Given the reactants [CH3:1][C:2]1[CH:7]=[CH:6][C:5]([NH:8][C:9](=[O:25])[C:10]2[C:15]([CH3:16])=[CH:14][CH:13]=[CH:12][C:11]=2[NH:17]C(OC(C)(C)C)=O)=[CH:4][CH:3]=1.[ClH:26], predict the reaction product. The product is: [ClH:26].[NH2:17][C:11]1[CH:12]=[CH:13][CH:14]=[C:15]([CH3:16])[C:10]=1[C:9]([NH:8][C:5]1[CH:6]=[CH:7][C:2]([CH3:1])=[CH:3][CH:4]=1)=[O:25]. (2) The product is: [C:1]([CH2:20][CH2:21][CH2:54][CH2:55][O:56][C:57](=[O:58])[NH:25][C@H:26]([C@H:27]([OH:46])[CH2:28][N:29]([CH2:42][CH:43]([CH3:44])[CH3:45])[S:30]([C:33]1[CH:34]=[CH:35][C:36]([N+:39]([O-:41])=[O:40])=[CH:37][CH:38]=1)(=[O:31])=[O:32])[CH2:47][C:48]1[CH:49]=[CH:50][CH:51]=[CH:52][CH:53]=1)([CH3:4])([CH3:3])[CH3:2]. Given the reactants [C:1](OC(=O)CCCO)([CH3:4])([CH3:3])[CH3:2].C1N=CN(C(N2C=N[CH:21]=[CH:20]2)=O)C=1.Cl.[NH2:25][C@@H:26]([CH2:47][C:48]1[CH:53]=[CH:52][CH:51]=[CH:50][CH:49]=1)[C@H:27]([OH:46])[CH2:28][N:29]([CH2:42][CH:43]([CH3:45])[CH3:44])[S:30]([C:33]1[CH:38]=[CH:37][C:36]([N+:39]([O-:41])=[O:40])=[CH:35][CH:34]=1)(=[O:32])=[O:31].[CH3:54][CH2:55][O:56][C:57](C)=[O:58], predict the reaction product. (3) Given the reactants [Cl:1][C:2]1[CH:7]=[CH:6][CH:5]=[CH:4][C:3]=1[C:8]1[C:13]([Cl:14])=[CH:12][C:11]([CH2:15][CH3:16])=[C:10]([NH:17][CH2:18][C:19]([OH:21])=O)[CH:9]=1.[CH3:22][CH2:23]N(CC)CC.CCN=C=NCCCN(C)C.Cl.C1C=CC2N(O)N=NC=2C=1.[N:51]1([C:57]([O:59]C(C)(C)C)=O)[CH2:56][CH2:55][NH:54][CH2:53][CH2:52]1, predict the reaction product. The product is: [Cl:1][C:2]1[CH:7]=[CH:6][CH:5]=[CH:4][C:3]=1[C:8]1[C:13]([Cl:14])=[CH:12][C:11]([CH2:15][CH3:16])=[C:10]([NH:17][CH2:18][C:19]([N:54]2[CH2:53][CH2:52][N:51]([C:57](=[O:59])[CH:22]=[CH2:23])[CH2:56][CH2:55]2)=[O:21])[CH:9]=1. (4) Given the reactants [C:1]([C:5]1[O:9][N:8]=[C:7]([NH:10][C:11]([NH:13][C:14]2[CH:19]=[CH:18][CH:17]=[C:16]([O:20][C:21]3[C:30]4[C:25](=[CH:26][C:27]([OH:33])=[C:28]([O:31][CH3:32])[CH:29]=4)[N:24]=[CH:23][N:22]=3)[CH:15]=2)=[O:12])[CH:6]=1)([CH3:4])([CH3:3])[CH3:2].O[CH:35]1[CH2:40][CH2:39][N:38]([C:41]([O:43][C:44]([CH3:47])([CH3:46])[CH3:45])=[O:42])[CH2:37][CH2:36]1.C1C=CC(P(C2C=CC=CC=2)C2C=CC=CC=2)=CC=1.N(C(OC(C)(C)C)=O)=NC(OC(C)(C)C)=O, predict the reaction product. The product is: [C:1]([C:5]1[O:9][N:8]=[C:7]([NH:10][C:11](=[O:12])[NH:13][C:14]2[CH:15]=[C:16]([CH:17]=[CH:18][CH:19]=2)[O:20][C:21]2[C:30]3[C:25](=[CH:26][C:27]([O:33][CH:35]4[CH2:40][CH2:39][N:38]([C:41]([O:43][C:44]([CH3:47])([CH3:46])[CH3:45])=[O:42])[CH2:37][CH2:36]4)=[C:28]([O:31][CH3:32])[CH:29]=3)[N:24]=[CH:23][N:22]=2)[CH:6]=1)([CH3:4])([CH3:2])[CH3:3].